The task is: Regression/Classification. Given a drug SMILES string, predict its absorption, distribution, metabolism, or excretion properties. Task type varies by dataset: regression for continuous measurements (e.g., permeability, clearance, half-life) or binary classification for categorical outcomes (e.g., BBB penetration, CYP inhibition). Dataset: cyp2c9_veith.. This data is from CYP2C9 inhibition data for predicting drug metabolism from PubChem BioAssay. (1) The compound is COc1ccc(CNc2ncncc2-c2c(C)noc2C)c(OC)c1. The result is 0 (non-inhibitor). (2) The compound is CN(C)c1ccnc(-c2ccccc2C(F)(F)F)n1. The result is 0 (non-inhibitor).